Dataset: Forward reaction prediction with 1.9M reactions from USPTO patents (1976-2016). Task: Predict the product of the given reaction. (1) Given the reactants [CH3:1][O:2][C:3](=[O:18])[C:4]1[CH:9]=[C:8]([C:10](=[O:12])[CH3:11])[CH:7]=[CH:6][C:5]=1[O:13][CH2:14][CH2:15][CH2:16]Br.[N-:19]=[N+:20]=[N-:21].[Na+], predict the reaction product. The product is: [CH3:1][O:2][C:3](=[O:18])[C:4]1[CH:9]=[C:8]([C:10](=[O:12])[CH3:11])[CH:7]=[CH:6][C:5]=1[O:13][CH2:14][CH2:15][CH2:16][N:19]=[N+:20]=[N-:21]. (2) Given the reactants [F:1][C:2]([F:22])([F:21])[C:3]1[CH:4]=[C:5]([C:9]2[CH:20]=[CH:19][C:12]3[N:13]4[CH2:18][C@@H:16]([NH:17][C:11]=3[CH:10]=2)[CH2:15][CH2:14]4)[CH:6]=[CH:7][CH:8]=1.Cl[C:24](Cl)([O:26]C(=O)OC(Cl)(Cl)Cl)Cl.[O:35]1[C:39]([C:40]2[CH:41]=[C:42]([CH:44]=[CH:45][CH:46]=2)[NH2:43])=[CH:38][N:37]=[CH:36]1, predict the reaction product. The product is: [O:35]1[C:39]([C:40]2[CH:41]=[C:42]([NH:43][C:24]([N:17]3[C@@H:16]4[CH2:18][N:13]([CH2:14][CH2:15]4)[C:12]4[CH:19]=[CH:20][C:9]([C:5]5[CH:6]=[CH:7][CH:8]=[C:3]([C:2]([F:1])([F:21])[F:22])[CH:4]=5)=[CH:10][C:11]3=4)=[O:26])[CH:44]=[CH:45][CH:46]=2)=[CH:38][N:37]=[CH:36]1. (3) Given the reactants C([O:8][N:9]([CH2:12][C:13]1([C:20]([NH:22][NH:23][C:24]2[N:29]=[C:28]([C:30]([F:33])([F:32])[F:31])[CH:27]=[CH:26][N:25]=2)=[O:21])[CH2:19][CH2:18][CH2:17][CH2:16][CH2:15][CH2:14]1)[CH:10]=[O:11])C1C=CC=CC=1, predict the reaction product. The product is: [OH:8][N:9]([CH2:12][C:13]1([C:20]([NH:22][NH:23][C:24]2[N:29]=[C:28]([C:30]([F:33])([F:31])[F:32])[CH:27]=[CH:26][N:25]=2)=[O:21])[CH2:19][CH2:18][CH2:17][CH2:16][CH2:15][CH2:14]1)[CH:10]=[O:11]. (4) Given the reactants [Cl:1][C:2]1[CH:25]=[C:24]([C:26]2[CH2:31][CH2:30][C:29](=[O:32])[NH:28][N:27]=2)[CH:23]=[CH:22][C:3]=1[O:4][CH2:5][C:6]([NH:8][CH2:9][CH2:10][C:11]1[CH:16]=[CH:15][C:14]([O:17][CH2:18][CH:19]2[CH2:21][O:20]2)=[CH:13][CH:12]=1)=[O:7].ClC1C=C(C2CCC(=O)NN=2)C=CC=1OCC(NCCNC(=O)C1C=CC=CC=1C1C=CC(OC[C@@H](O)C[NH:61][CH:62]([CH3:64])[CH3:63])=CC=1)=O, predict the reaction product. The product is: [Cl:1][C:2]1[CH:25]=[C:24]([C:26]2[CH2:31][CH2:30][C:29](=[O:32])[NH:28][N:27]=2)[CH:23]=[CH:22][C:3]=1[O:4][CH2:5][C:6]([NH:8][CH2:9][CH2:10][C:11]1[CH:12]=[CH:13][C:14]([O:17][CH2:18][CH:19]([OH:20])[CH2:21][NH:61][CH:62]([CH3:64])[CH3:63])=[CH:15][CH:16]=1)=[O:7]. (5) The product is: [F:30][C:31]1[CH:37]=[CH:36][C:34]([NH:35][C:2]2[CH:7]=[CH:6][C:5]([C:8]([C:10]3[CH:15]=[C:14]([O:16][CH2:17][C:18]4[CH:23]=[CH:22][C:21]([O:24][CH3:25])=[CH:20][CH:19]=4)[CH:13]=[CH:12][C:11]=3[CH3:26])=[O:9])=[C:4]([N+:27]([O-:29])=[O:28])[CH:3]=2)=[C:33]([CH3:38])[CH:32]=1. Given the reactants Br[C:2]1[CH:7]=[CH:6][C:5]([C:8]([C:10]2[CH:15]=[C:14]([O:16][CH2:17][C:18]3[CH:23]=[CH:22][C:21]([O:24][CH3:25])=[CH:20][CH:19]=3)[CH:13]=[CH:12][C:11]=2[CH3:26])=[O:9])=[C:4]([N+:27]([O-:29])=[O:28])[CH:3]=1.[F:30][C:31]1[CH:37]=[CH:36][C:34]([NH2:35])=[C:33]([CH3:38])[CH:32]=1.C([O-])([O-])=O.[Cs+].[Cs+].C1C=CC(P(C2C(C3C(P(C4C=CC=CC=4)C4C=CC=CC=4)=CC=C4C=3C=CC=C4)=C3C(C=CC=C3)=CC=2)C2C=CC=CC=2)=CC=1, predict the reaction product. (6) Given the reactants [Cl:1][C:2]1[CH:3]=[C:4]([C:12]2[O:16][N:15]=[C:14]([C:17]3[CH:18]=[CH:19][CH:20]=[C:21]4[C:25]=3[NH:24][CH:23]=[C:22]4[CH2:26][CH2:27][CH2:28][CH2:29][C:30]([O:32]CC)=[O:31])[N:13]=2)[CH:5]=[CH:6][C:7]=1[O:8][CH:9]([CH3:11])[CH3:10].[OH-].[Na+], predict the reaction product. The product is: [Cl:1][C:2]1[CH:3]=[C:4]([C:12]2[O:16][N:15]=[C:14]([C:17]3[CH:18]=[CH:19][CH:20]=[C:21]4[C:25]=3[NH:24][CH:23]=[C:22]4[CH2:26][CH2:27][CH2:28][CH2:29][C:30]([OH:32])=[O:31])[N:13]=2)[CH:5]=[CH:6][C:7]=1[O:8][CH:9]([CH3:10])[CH3:11]. (7) Given the reactants C[N:2](C)C.O1C(CCl)C1.[OH-].[Na+].[OH:12][CH:13]1[O:21][C@H:20]([CH2:22][OH:23])[C@@H:18]([OH:19])[C@H:16]([OH:17])[C@H:14]1[NH2:15], predict the reaction product. The product is: [NH2:2][C:13]1([O:21][C@H:20]([CH2:22][OH:23])[C@@H:18]([OH:19])[C@H:16]([OH:17])[C@H:14]1[NH2:15])[OH:12].